From a dataset of Catalyst prediction with 721,799 reactions and 888 catalyst types from USPTO. Predict which catalyst facilitates the given reaction. Reactant: Br[C:2]1[C:3]([C:16]2[CH:21]=[CH:20][CH:19]=[CH:18][CH:17]=2)=[N:4][C:5]2[C:10]([N:11]=1)=[CH:9][C:8]([C:12]([O:14][CH3:15])=[O:13])=[CH:7][CH:6]=2.[F:22][C:23]([F:37])([F:36])[C:24]1[CH:29]=[CH:28][C:27]([N:30]2[CH2:35][CH2:34][NH:33][CH2:32][CH2:31]2)=[CH:26][CH:25]=1.CCN(C(C)C)C(C)C. Product: [C:16]1([C:3]2[C:2]([N:33]3[CH2:32][CH2:31][N:30]([C:27]4[CH:26]=[CH:25][C:24]([C:23]([F:36])([F:37])[F:22])=[CH:29][CH:28]=4)[CH2:35][CH2:34]3)=[N:11][C:10]3[C:5](=[CH:6][CH:7]=[C:8]([C:12]([O:14][CH3:15])=[O:13])[CH:9]=3)[N:4]=2)[CH:21]=[CH:20][CH:19]=[CH:18][CH:17]=1. The catalyst class is: 3.